From a dataset of Forward reaction prediction with 1.9M reactions from USPTO patents (1976-2016). Predict the product of the given reaction. (1) Given the reactants [NH2:1][C@H:2]1[C:10]2[C:5](=[CH:6][CH:7]=[CH:8][CH:9]=2)[CH2:4][C@H:3]1[OH:11].[OH-].[K+].C1C[O:17][CH2:16]C1.C(=O)(OC(Cl)(Cl)Cl)OC(Cl)(Cl)Cl, predict the reaction product. The product is: [O:11]1[C@@H:3]2[CH2:4][C:5]3[CH:6]=[CH:7][CH:8]=[CH:9][C:10]=3[C@@H:2]2[NH:1][C:16]1=[O:17]. (2) Given the reactants [F:1][C@@H:2]1[C@@H:8]([OH:9])[C@@H:7]([OH:10])[CH2:6][O:5][CH:3]1[OH:4].S(=O)(=O)(O)O, predict the reaction product. The product is: [F:1][C@@H:2]1[C@@H:8]([OH:9])[C@H:7]([CH2:6][OH:5])[O:10][CH:3]1[OH:4]. (3) Given the reactants Br.[CH3:2][O:3][C:4]1[CH:5]=[C:6]2[C:15](=[CH:16][CH:17]=1)[C:10]1[N:11]=[C:12]([NH2:14])[S:13][C:9]=1[CH2:8][CH2:7]2.[Cl:18][C:19]1[CH:24]=[C:23]([Cl:25])[CH:22]=[C:21]([CH3:26])[C:20]=1[S:27](Cl)(=[O:29])=[O:28], predict the reaction product. The product is: [Cl:18][C:19]1[CH:24]=[C:23]([Cl:25])[CH:22]=[C:21]([CH3:26])[C:20]=1[S:27]([NH:14][C:12]1[S:13][C:9]2[CH2:8][CH2:7][C:6]3[C:15](=[CH:16][CH:17]=[C:4]([O:3][CH3:2])[CH:5]=3)[C:10]=2[N:11]=1)(=[O:29])=[O:28]. (4) Given the reactants [OH:1][CH:2]1[CH2:7][CH2:6][CH2:5][CH2:4][O:3]1.[NH2:8][C:9]([NH2:11])=[O:10].[NH3:12], predict the reaction product. The product is: [OH:1][CH:2]1[CH2:7][CH2:6][CH2:5][CH2:4][O:3]1.[NH2:8][C:9]([NH2:11])=[O:10].[NH3:12]. (5) Given the reactants [CH3:1][O:2][C:3](=[O:19])[C:4]1[CH:9]=[C:8]([NH2:10])[CH:7]=[C:6]([C:11]2[CH:16]=[CH:15][C:14]([CH3:17])=[CH:13][N:12]=2)[C:5]=1[F:18].[C:20](Cl)(=[O:24])[CH:21]([CH3:23])[CH3:22].C(N(CC)CC)C, predict the reaction product. The product is: [CH3:1][O:2][C:3](=[O:19])[C:4]1[CH:9]=[C:8]([NH:10][C:20](=[O:24])[CH:21]([CH3:23])[CH3:22])[CH:7]=[C:6]([C:11]2[CH:16]=[CH:15][C:14]([CH3:17])=[CH:13][N:12]=2)[C:5]=1[F:18]. (6) The product is: [N:18]1([CH2:17][CH2:16][O:15][C:12]2[CH:11]=[CH:10][C:9]([NH:8][C:5]3[N:4]=[C:3]([NH:23][C:25]4[CH:33]=[CH:32][C:31]([CH3:34])=[C:30]5[C:26]=4[CH:27]=[CH:28][NH:29]5)[C:2]([CH3:1])=[CH:7][N:6]=3)=[CH:14][CH:13]=2)[CH2:22][CH2:21][CH2:20][CH2:19]1. Given the reactants [CH3:1][C:2]1[C:3]([NH2:23])=[N:4][C:5]([NH:8][C:9]2[CH:14]=[CH:13][C:12]([O:15][CH2:16][CH2:17][N:18]3[CH2:22][CH2:21][CH2:20][CH2:19]3)=[CH:11][CH:10]=2)=[N:6][CH:7]=1.Br[C:25]1[CH:33]=[CH:32][C:31]([CH3:34])=[C:30]2[C:26]=1[CH:27]=[CH:28][NH:29]2.CC1(C)C2C(=C(P(C3C=CC=CC=3)C3C=CC=CC=3)C=CC=2)OC2C(P(C3C=CC=CC=3)C3C=CC=CC=3)=CC=CC1=2.C(=O)([O-])[O-].[Cs+].[Cs+], predict the reaction product. (7) Given the reactants [CH2:1]([C:3]([C:12]1[CH:25]=[CH:24][C:15]([O:16][CH2:17][CH:18]([OH:23])[C:19]([CH3:22])([CH3:21])[CH3:20])=[C:14]([CH3:26])[CH:13]=1)([C:6]1[S:7][CH:8]=[C:9]([CH3:11])[CH:10]=1)[CH2:4][CH3:5])[CH3:2].CC1C=CC=C(C)N=1.FC(F)(F)S(O[Si:41]([C:44]([CH3:47])([CH3:46])[CH3:45])([CH3:43])[CH3:42])(=O)=O, predict the reaction product. The product is: [CH2:1]([C:3]([C:12]1[CH:25]=[CH:24][C:15]([O:16][CH2:17][CH:18]([O:23][Si:41]([C:44]([CH3:47])([CH3:46])[CH3:45])([CH3:43])[CH3:42])[C:19]([CH3:21])([CH3:20])[CH3:22])=[C:14]([CH3:26])[CH:13]=1)([C:6]1[S:7][CH:8]=[C:9]([CH3:11])[CH:10]=1)[CH2:4][CH3:5])[CH3:2].